This data is from Forward reaction prediction with 1.9M reactions from USPTO patents (1976-2016). The task is: Predict the product of the given reaction. (1) Given the reactants [Br:1][C:2]1[C:3](=O)[NH:4][CH:5]=[C:6]([N+:9]([O-:11])=[O:10])[C:7]=1[Cl:8].O=P(Cl)(Cl)[Cl:15], predict the reaction product. The product is: [Br:1][C:2]1[C:3]([Cl:15])=[N:4][CH:5]=[C:6]([N+:9]([O-:11])=[O:10])[C:7]=1[Cl:8]. (2) Given the reactants [C:1]([C:4]1[NH:8][N:7]=[C:6]([O:9][S:10]([C:13]2[CH:18]=[CH:17][C:16]([CH3:19])=[CH:15][CH:14]=2)(=[O:12])=[O:11])[C:5]=1[CH:20]1[CH2:24][CH2:23][CH2:22][CH2:21]1)(=O)[CH3:2].[F:25][C:26]1[CH:35]=[CH:34][CH:33]=[CH:32][C:27]=1[C:28]([NH:30][NH2:31])=O.C1C=CC(C2C=CC=CC=2)=CC=1.C1C=CC(OC2C=CC=CC=2)=CC=1, predict the reaction product. The product is: [CH:20]1([C:5]2[C:6]([O:9][S:10]([C:13]3[CH:18]=[CH:17][C:16]([CH3:19])=[CH:15][CH:14]=3)(=[O:12])=[O:11])=[N:7][N:8]3[C:4]=2[C:1]([CH3:2])=[N:31][N:30]=[C:28]3[C:27]2[CH:32]=[CH:33][CH:34]=[CH:35][C:26]=2[F:25])[CH2:24][CH2:23][CH2:22][CH2:21]1. (3) Given the reactants Cl[C:2]1[NH:6][C:5]2[CH:7]=[C:8]([C:12]([F:15])([F:14])[F:13])[CH:9]=[C:10]([I:11])[C:4]=2[N:3]=1.[Cl:16][C:17]1[CH:18]=[C:19]([CH2:29][OH:30])[CH:20]=[N:21][C:22]=1[N:23]1[CH2:28][CH2:27][NH:26][CH2:25][CH2:24]1, predict the reaction product. The product is: [Cl:16][C:17]1[CH:18]=[C:19]([CH2:29][OH:30])[CH:20]=[N:21][C:22]=1[N:23]1[CH2:28][CH2:27][N:26]([C:2]2[NH:3][C:4]3[C:10]([I:11])=[CH:9][C:8]([C:12]([F:15])([F:14])[F:13])=[CH:7][C:5]=3[N:6]=2)[CH2:25][CH2:24]1. (4) Given the reactants S(=O)(=O)(O)O.[OH:6][C@H:7]1[O:15][C@H:14]([CH2:16][OH:17])[C@@H:12]([OH:13])[C@H:10]([OH:11])[C@H:8]1[OH:9].[OH-].[Na+], predict the reaction product. The product is: [CH3:7][C:8]1([CH3:10])[O:13][C@@H:12]([C@H:14]2[O:15][C@@H:7]3[O:6][C:14]([CH3:16])([CH3:12])[O:9][C@@H:8]3[C@H:16]2[OH:17])[CH2:10][O:11]1. (5) Given the reactants [F:1][C:2]1[CH:7]=[CH:6][C:5]([C:8]2[N:9]=[N:10][S:11][C:12]=2[CH3:13])=[CH:4][CH:3]=1.BrN1C(=[O:20])CCC1=O.N(C(C)(C)C#N)=NC(C)(C)C#N, predict the reaction product. The product is: [F:1][C:2]1[CH:3]=[CH:4][C:5]([C:8]2[N:9]=[N:10][S:11][C:12]=2[CH:13]=[O:20])=[CH:6][CH:7]=1. (6) Given the reactants [Cl:1][C:2]1[CH:7]=[C:6](B2OC(C)(C)C(C)(C)O2)[CH:5]=[CH:4][N:3]=1.Br[C:18]1[CH:48]=[CH:47][C:21]2[N:22]([C:25]3[S:29][C:28]([C:30]([O:32][CH3:33])=[O:31])=[C:27]([O:34][C@@H:35]([C:37]4[CH:42]=[CH:41][CH:40]=[CH:39][C:38]=4[C:43]([F:46])([F:45])[F:44])[CH3:36])[CH:26]=3)[CH:23]=[N:24][C:20]=2[CH:19]=1.C(=O)([O-])[O-].[Na+].[Na+], predict the reaction product. The product is: [Cl:1][C:2]1[CH:7]=[C:6]([C:18]2[CH:48]=[CH:47][C:21]3[N:22]([C:25]4[S:29][C:28]([C:30]([O:32][CH3:33])=[O:31])=[C:27]([O:34][C@@H:35]([C:37]5[CH:42]=[CH:41][CH:40]=[CH:39][C:38]=5[C:43]([F:46])([F:45])[F:44])[CH3:36])[CH:26]=4)[CH:23]=[N:24][C:20]=3[CH:19]=2)[CH:5]=[CH:4][N:3]=1. (7) Given the reactants [F:1][C:2]1[CH:7]=[CH:6][C:5]([C:8]2[N:9]([CH:18]([CH3:20])[CH3:19])[N:10]=[C:11]3[C:17]=2[CH2:16][CH2:15][NH:14][CH2:13][CH2:12]3)=[CH:4][CH:3]=1.[CH:21](=O)[C:22]1[CH:27]=[CH:26][CH:25]=[CH:24][CH:23]=1, predict the reaction product. The product is: [CH2:21]([N:14]1[CH2:13][CH2:12][C:11]2[C:17](=[C:8]([C:5]3[CH:6]=[CH:7][C:2]([F:1])=[CH:3][CH:4]=3)[N:9]([CH:18]([CH3:20])[CH3:19])[N:10]=2)[CH2:16][CH2:15]1)[C:22]1[CH:27]=[CH:26][CH:25]=[CH:24][CH:23]=1. (8) Given the reactants S(Br)([Br:3])=O.[Br:5][C:6]1[S:7][C:8]([CH3:13])=[C:9]([CH2:11]O)[N:10]=1.N1C=CC=CC=1, predict the reaction product. The product is: [Br:5][C:6]1[S:7][C:8]([CH3:13])=[C:9]([CH2:11][Br:3])[N:10]=1. (9) Given the reactants [C:1]([C:4]1[C:12]2[C:7](=[CH:8][CH:9]=[C:10]([O:13][C:14]3[N:19]=[CH:18][C:17]([Br:20])=[CH:16][N:15]=3)[CH:11]=2)[N:6]([CH2:21][C:22]([O:24]C(C)(C)C)=[O:23])[CH:5]=1)(=[O:3])[CH3:2].C(O)(C(F)(F)F)=O, predict the reaction product. The product is: [C:1]([C:4]1[C:12]2[C:7](=[CH:8][CH:9]=[C:10]([O:13][C:14]3[N:19]=[CH:18][C:17]([Br:20])=[CH:16][N:15]=3)[CH:11]=2)[N:6]([CH2:21][C:22]([OH:24])=[O:23])[CH:5]=1)(=[O:3])[CH3:2]. (10) Given the reactants [Si:1]([O:8][CH2:9][C:10]1[S:11][CH:12]=[CH:13][N:14]=1)([C:4]([CH3:7])([CH3:6])[CH3:5])([CH3:3])[CH3:2].[Li]C(C)(C)C.[Sn:20](Cl)([CH2:29][CH2:30][CH2:31][CH3:32])([CH2:25][CH2:26][CH2:27][CH3:28])[CH2:21][CH2:22][CH2:23][CH3:24].[NH4+].[Cl-], predict the reaction product. The product is: [Si:1]([O:8][CH2:9][C:10]1[S:11][C:12]([Sn:20]([CH2:25][CH2:26][CH2:27][CH3:28])([CH2:29][CH2:30][CH2:31][CH3:32])[CH2:21][CH2:22][CH2:23][CH3:24])=[CH:13][N:14]=1)([C:4]([CH3:7])([CH3:5])[CH3:6])([CH3:2])[CH3:3].